The task is: Predict the reactants needed to synthesize the given product.. This data is from Full USPTO retrosynthesis dataset with 1.9M reactions from patents (1976-2016). Given the product [Cl:15][CH2:16][CH2:17][C:18]([NH:5][C:4]1[CH:6]=[CH:7][CH:8]=[C:2]([F:1])[CH:3]=1)=[O:19], predict the reactants needed to synthesize it. The reactants are: [F:1][C:2]1[CH:3]=[C:4]([CH:6]=[CH:7][CH:8]=1)[NH2:5].N1C=CC=CC=1.[Cl:15][CH2:16][CH2:17][C:18](Cl)=[O:19].